Dataset: Full USPTO retrosynthesis dataset with 1.9M reactions from patents (1976-2016). Task: Predict the reactants needed to synthesize the given product. Given the product [C:18]([C:17]1[CH:20]=[CH:21][CH:22]=[CH:23][C:16]=1[NH:1][CH:2]1[CH2:3][CH2:4][N:5]([C:8]([O:10][C:11]([CH3:14])([CH3:13])[CH3:12])=[O:9])[CH2:6][CH2:7]1)#[N:19], predict the reactants needed to synthesize it. The reactants are: [NH2:1][CH:2]1[CH2:7][CH2:6][N:5]([C:8]([O:10][C:11]([CH3:14])([CH3:13])[CH3:12])=[O:9])[CH2:4][CH2:3]1.Br[C:16]1[CH:23]=[CH:22][CH:21]=[CH:20][C:17]=1[C:18]#[N:19].C(C1C=C(NC2CCN(C(OC(C)(C)C)=O)CC2)C=CC=1)#N.